From a dataset of Reaction yield outcomes from USPTO patents with 853,638 reactions. Predict the reaction yield, written as a fraction of the theoretical maximum amount of product (1.0 means a 100% yield; for example, 0.34 means a 34% yield). The reactants are [Br:1][C:2]1[CH:3]=[CH:4][C:5](F)=[C:6]([CH:9]=1)[C:7]#[N:8].[SH:11][CH2:12][C:13]([O:15][CH3:16])=[O:14].[OH-].[Na+]. The catalyst is CN(C)C=O. The product is [NH2:8][C:7]1[C:6]2[CH:9]=[C:2]([Br:1])[CH:3]=[CH:4][C:5]=2[S:11][C:12]=1[C:13]([O:15][CH3:16])=[O:14]. The yield is 0.960.